The task is: Predict the reactants needed to synthesize the given product.. This data is from Full USPTO retrosynthesis dataset with 1.9M reactions from patents (1976-2016). (1) The reactants are: [N:1]1([C:7]([C:9]2[CH:14]=[CH:13][C:12]([N:15]3[CH2:21][CH2:20][CH2:19][CH:18]([N:22]4[CH2:26][CH2:25][C@@H:24]([NH:27][C:28](=[O:43])[CH2:29][NH:30][C:31](=[O:42])[C:32]5[CH:37]=[CH:36][CH:35]=[C:34]([C:38]([F:41])([F:40])[F:39])[CH:33]=5)[CH2:23]4)[CH2:17][CH2:16]3)=[CH:11][CH:10]=2)=[O:8])[CH2:6][CH2:5]O[CH2:3][CH2:2]1.N1CCOCC1. Given the product [CH2:6]([N:1]([CH2:2][CH3:3])[C:7](=[O:8])[C:9]1[CH:10]=[CH:11][C:12]([N:15]2[CH2:21][CH2:20][CH2:19][CH:18]([N:22]3[CH2:26][CH2:25][C@@H:24]([NH:27][C:28](=[O:43])[CH2:29][NH:30][C:31](=[O:42])[C:32]4[CH:37]=[CH:36][CH:35]=[C:34]([C:38]([F:39])([F:41])[F:40])[CH:33]=4)[CH2:23]3)[CH2:17][CH2:16]2)=[CH:13][CH:14]=1)[CH3:5], predict the reactants needed to synthesize it. (2) Given the product [C:10]1([CH2:9][CH2:16][CH:17]([NH2:28])[CH3:18])[CH:15]=[CH:14][CH:13]=[CH:12][CH:11]=1.[C:21]([C:22]1[CH:27]=[CH:26][CH:25]=[CH:24][CH:23]=1)(=[O:19])[CH3:20], predict the reactants needed to synthesize it. The reactants are: P([O-])([O-])([O-])=O.[K+].[K+].[K+].[CH2:9]([CH2:16][C:17](=[O:19])[CH3:18])[C:10]1[CH:15]=[CH:14][CH:13]=[CH:12][CH:11]=1.[CH3:20][CH:21]([NH2:28])[C:22]1[CH:27]=[CH:26][CH:25]=[CH:24][CH:23]=1. (3) The reactants are: [F:1][C:2]([F:7])([F:6])[C:3]([O-:5])=[O:4].[Na+].[Cl-].[CH3:10][O:11][CH2:12][N+:13]1([CH3:18])[CH2:17][CH2:16][CH2:15][CH2:14]1. Given the product [F:1][C:2]([F:7])([F:6])[C:3]([O-:5])=[O:4].[CH3:10][O:11][CH2:12][N+:13]1([CH3:18])[CH2:17][CH2:16][CH2:15][CH2:14]1, predict the reactants needed to synthesize it. (4) Given the product [CH3:1][O:2][C:3]1[CH:8]=[CH:7][C:6]([CH3:9])=[CH:5][C:4]=1[S:10]([N:13]1[C:21]2[CH:20]=[CH:19][CH:18]=[C:17]([CH:22]=[O:33])[C:16]=2[CH2:15][CH2:14]1)(=[O:11])=[O:12], predict the reactants needed to synthesize it. The reactants are: [CH3:1][O:2][C:3]1[CH:8]=[CH:7][C:6]([CH3:9])=[CH:5][C:4]=1[S:10]([N:13]1[C:21]2[C:16](=[C:17]([CH:22]=C)[CH:18]=[CH:19][CH:20]=2)[CH2:15][CH2:14]1)(=[O:12])=[O:11].N1C(C)=CC=CC=1C.I([O-])(=O)(=O)=[O:33].[Na+]. (5) Given the product [Cl-:4].[CH2:34]([C@H:33]1[CH2:32][O:31][C:30](=[O:41])[N:29]1[C:27](=[O:28])[CH:26]([NH3+:23])[CH2:42][CH2:43][CH2:44][CH2:45][CH2:46][C:47](=[O:49])[CH3:48])[C:35]1[CH:36]=[CH:37][CH:38]=[CH:39][CH:40]=1, predict the reactants needed to synthesize it. The reactants are: C(Cl)(=O)C([Cl:4])=O.COC1C=C2C(=CC=1)NC(C)=C2CC(O)=O.[N:23]([C@@H:26]([CH2:42][CH2:43][CH2:44][CH2:45][CH2:46][C:47](=[O:49])[CH3:48])[C:27]([N:29]1[C@@H:33]([CH2:34][C:35]2[CH:40]=[CH:39][CH:38]=[CH:37][CH:36]=2)[CH2:32][O:31][C:30]1=[O:41])=[O:28])=[N+]=[N-].Cl.